Task: Predict the product of the given reaction.. Dataset: Forward reaction prediction with 1.9M reactions from USPTO patents (1976-2016) (1) Given the reactants CC([O:5][C:6](=[O:36])[CH2:7][NH:8][C:9]1[C:14]([C:15]2[CH:20]=[CH:19][C:18]([Cl:21])=[C:17]([C:22]([NH:24][CH2:25][C:26]34[CH2:35][CH:30]5[CH2:31][CH:32]([CH2:34][CH:28]([CH2:29]5)[CH2:27]3)[CH2:33]4)=[O:23])[CH:16]=2)=[CH:13][CH:12]=[CH:11][N:10]=1)(C)C.FC(F)(F)C(O)=O.C(=O)(O)[O-].[Na+], predict the reaction product. The product is: [Cl:21][C:18]1[CH:19]=[CH:20][C:15]([C:14]2[C:9]([NH:8][CH2:7][C:6]([OH:36])=[O:5])=[N:10][CH:11]=[CH:12][CH:13]=2)=[CH:16][C:17]=1[C:22]([NH:24][CH2:25][C:26]12[CH2:35][CH:30]3[CH2:29][CH:28]([CH2:34][CH:32]([CH2:31]3)[CH2:33]1)[CH2:27]2)=[O:23]. (2) Given the reactants [CH:1]1([C@H:5]([NH:7][C:8]2[N:16]=[C:15]([C:17]([O:19][CH3:20])=[O:18])[N:14]=[C:13]3[C:9]=2[N:10]([CH2:33][C:34]2[CH:39]=[CH:38][C:37]([C:40]([F:43])([F:42])[F:41])=[CH:36][CH:35]=2)[C:11]([C:21]2[CH2:26][CH2:25][CH2:24][CH2:23][C:22]=2[C:27]2[CH:32]=[CH:31][CH:30]=[CH:29][CH:28]=2)=[N:12]3)[CH3:6])[CH2:4][CH2:3][CH2:2]1, predict the reaction product. The product is: [CH:1]1([C@H:5]([NH:7][C:8]2[N:16]=[C:15]([C:17]([O:19][CH3:20])=[O:18])[N:14]=[C:13]3[C:9]=2[N:10]([CH2:33][C:34]2[CH:39]=[CH:38][C:37]([C:40]([F:41])([F:42])[F:43])=[CH:36][CH:35]=2)[C:11]([CH:21]2[CH2:26][CH2:25][CH2:24][CH2:23][CH:22]2[C:27]2[CH:32]=[CH:31][CH:30]=[CH:29][CH:28]=2)=[N:12]3)[CH3:6])[CH2:4][CH2:3][CH2:2]1.